This data is from Full USPTO retrosynthesis dataset with 1.9M reactions from patents (1976-2016). The task is: Predict the reactants needed to synthesize the given product. (1) Given the product [F:1][C:2]1[CH:3]=[C:4]([C:8]2[C@:9]3([CH2:25][CH2:24][C@H:23]4[C@@H:14]([CH2:15][CH2:16][C:17]5[CH:18]=[C:19]([C:26]([N:30]([CH2:31][CH2:32][CH2:33][OH:34])[CH3:29])=[O:28])[CH:20]=[CH:21][C:22]=54)[C@@H:11]3[CH2:12][CH:13]=2)[CH3:10])[CH:5]=[N:6][CH:7]=1, predict the reactants needed to synthesize it. The reactants are: [F:1][C:2]1[CH:3]=[C:4]([C:8]2[C@:9]3([CH2:25][CH2:24][C@H:23]4[C@@H:14]([CH2:15][CH2:16][C:17]5[CH:18]=[C:19]([C:26]([OH:28])=O)[CH:20]=[CH:21][C:22]=54)[C@@H:11]3[CH2:12][CH:13]=2)[CH3:10])[CH:5]=[N:6][CH:7]=1.[CH3:29][NH:30][CH2:31][CH2:32][CH2:33][OH:34]. (2) Given the product [F:1][C:2]1[CH:23]=[CH:22][CH:21]=[C:20]([F:24])[C:3]=1[CH2:4][O:5][C:6]1[C:7]2[N:8]([C:13]([C:17]([NH:67][CH:65]3[CH2:64][CH2:63][NH:62][CH:61]([C:60]([F:69])([F:59])[F:68])[CH2:66]3)=[O:18])=[C:14]([CH3:16])[N:15]=2)[CH:9]=[C:10]([CH3:12])[CH:11]=1, predict the reactants needed to synthesize it. The reactants are: [F:1][C:2]1[CH:23]=[CH:22][CH:21]=[C:20]([F:24])[C:3]=1[CH2:4][O:5][C:6]1[C:7]2[N:8]([C:13]([C:17](O)=[O:18])=[C:14]([CH3:16])[N:15]=2)[CH:9]=[C:10]([CH3:12])[CH:11]=1.CN(C(ON1N=NC2C=CC=NC1=2)=[N+](C)C)C.F[P-](F)(F)(F)(F)F.C(N(CC)C(C)C)(C)C.Cl.[F:59][C:60]([F:69])([F:68])[CH:61]1[CH2:66][CH:65]([NH2:67])[CH2:64][CH2:63][NH:62]1. (3) Given the product [CH3:15][O:16][C:17](=[O:20])[CH2:18][N:10]1[CH:11]([CH3:13])[CH2:12][N:7]([C:5]2[S:6][C:2]([Br:1])=[CH:3][N:4]=2)[CH2:8][CH:9]1[CH3:14], predict the reactants needed to synthesize it. The reactants are: [Br:1][C:2]1[S:6][C:5]([N:7]2[CH2:12][CH:11]([CH3:13])[NH:10][CH:9]([CH3:14])[CH2:8]2)=[N:4][CH:3]=1.[CH3:15][O:16][C:17](=[O:20])[CH2:18]Br.C(=O)([O-])[O-].[K+].[K+].CN(C)C=O. (4) Given the product [C:14]([O:13][C:11]([NH:6][C:5]1[CH:7]=[CH:8][CH:9]=[C:3]([O:2][CH3:1])[C:4]=1[CH3:10])=[O:12])([CH3:17])([CH3:16])[CH3:15], predict the reactants needed to synthesize it. The reactants are: [CH3:1][O:2][C:3]1[C:4]([CH3:10])=[C:5]([CH:7]=[CH:8][CH:9]=1)[NH2:6].[C:11](O[C:11]([O:13][C:14]([CH3:17])([CH3:16])[CH3:15])=[O:12])([O:13][C:14]([CH3:17])([CH3:16])[CH3:15])=[O:12]. (5) Given the product [CH2:1]([O:3][C:4]([C:6]1[N:7]([C:19]2[CH:24]=[CH:23][C:22]([O:25][CH:26]([CH3:28])[CH3:27])=[CH:21][CH:20]=2)[C:8]2[C:13]([C:14]=1[Cl:15])=[CH:12][C:11]([C:30]1[CH:35]=[CH:34][C:33]([C:36]([F:39])([F:38])[F:37])=[CH:32][N:31]=1)=[CH:10][CH:9]=2)=[O:5])[CH3:2], predict the reactants needed to synthesize it. The reactants are: [CH2:1]([O:3][C:4]([C:6]1[N:7]([C:19]2[CH:24]=[CH:23][C:22]([O:25][CH:26]([CH3:28])[CH3:27])=[CH:21][CH:20]=2)[C:8]2[C:13]([C:14]=1[Cl:15])=[CH:12][C:11](B(O)O)=[CH:10][CH:9]=2)=[O:5])[CH3:2].Br[C:30]1[CH:35]=[CH:34][C:33]([C:36]([F:39])([F:38])[F:37])=[CH:32][N:31]=1.C([O-])([O-])=O.[Na+].[Na+].CCO. (6) Given the product [Br:14][C:15]1[CH:20]=[CH:19][CH:18]=[CH:17][C:16]=1[N:12]1[C:11]2[CH:10]=[CH:9][CH:8]=[CH:7][C:6]=2[C:5]2[C:13]1=[CH:1][CH:2]=[CH:3][CH:4]=2, predict the reactants needed to synthesize it. The reactants are: [CH:1]1[C:13]2[NH:12][C:11]3[C:6](=[CH:7][CH:8]=[CH:9][CH:10]=3)[C:5]=2[CH:4]=[CH:3][CH:2]=1.[Br:14][C:15]1[CH:20]=[CH:19][CH:18]=[CH:17][C:16]=1I.C(=O)([O-])[O-].[K+].[K+].